Dataset: NCI-60 drug combinations with 297,098 pairs across 59 cell lines. Task: Regression. Given two drug SMILES strings and cell line genomic features, predict the synergy score measuring deviation from expected non-interaction effect. Drug 1: COC1=CC(=CC(=C1O)OC)C2C3C(COC3=O)C(C4=CC5=C(C=C24)OCO5)OC6C(C(C7C(O6)COC(O7)C8=CC=CS8)O)O. Drug 2: CC1=CC=C(C=C1)C2=CC(=NN2C3=CC=C(C=C3)S(=O)(=O)N)C(F)(F)F. Cell line: NCI-H460. Synergy scores: CSS=43.2, Synergy_ZIP=2.66, Synergy_Bliss=1.38, Synergy_Loewe=-29.7, Synergy_HSA=0.594.